This data is from Forward reaction prediction with 1.9M reactions from USPTO patents (1976-2016). The task is: Predict the product of the given reaction. (1) Given the reactants [CH2:1]([C:5]1[CH:11]=[CH:10][CH:9]=[CH:8][C:6]=1[NH2:7])[CH2:2][CH2:3][CH3:4].B(Cl)(Cl)Cl.Cl[CH2:17][C:18]#N.[Cl-].[Cl-].[Cl-].[Al+3], predict the reaction product. The product is: [CH2:1]([C:5]1[CH:11]=[CH:10][CH:9]=[C:8]2[C:6]=1[NH:7][CH:18]=[CH:17]2)[CH2:2][CH2:3][CH3:4]. (2) The product is: [CH3:28][O:27][C:25]1[CH:24]=[C:22]([CH:21]=[C:20]([O:19][CH3:18])[CH:26]=1)[NH:23][C:2]1[CH:7]=[C:6]([C:8]([F:11])([F:10])[F:9])[N:5]=[C:4]([C:12]2[CH:17]=[CH:16][CH:15]=[CH:14][N:13]=2)[N:3]=1. Given the reactants Cl[C:2]1[CH:7]=[C:6]([C:8]([F:11])([F:10])[F:9])[N:5]=[C:4]([C:12]2[CH:17]=[CH:16][CH:15]=[CH:14][N:13]=2)[N:3]=1.[CH3:18][O:19][C:20]1[CH:21]=[C:22]([CH:24]=[C:25]([O:27][CH3:28])[CH:26]=1)[NH2:23], predict the reaction product. (3) Given the reactants [CH3:1][C:2]1[C:7]([N+:8]([O-:10])=[O:9])=[CH:6][CH:5]=[CH:4][C:3]=1[OH:11].C(=O)([O-])[O-].[K+].[K+].Br[C:19]([CH3:25])([CH3:24])[C:20]([O:22][CH3:23])=[O:21].O, predict the reaction product. The product is: [CH3:24][C:19]([O:11][C:3]1[CH:4]=[CH:5][CH:6]=[C:7]([N+:8]([O-:10])=[O:9])[C:2]=1[CH3:1])([CH3:25])[C:20]([O:22][CH3:23])=[O:21]. (4) Given the reactants Cl.[NH2:2][CH2:3][C:4]1[CH:5]=[C:6]([C:11]2[N:16]=[C:15]([O:17][CH3:18])[N:14]=[C:13]([NH:19][CH2:20][CH2:21][C:22]3[CH:27]=[CH:26][C:25]([O:28][CH3:29])=[CH:24][CH:23]=3)[CH:12]=2)[CH:7]=[CH:8][C:9]=1[F:10].C(N(CC)CC)C.[CH3:37][O:38][CH2:39][C:40](Cl)=[O:41], predict the reaction product. The product is: [F:10][C:9]1[CH:8]=[CH:7][C:6]([C:11]2[CH:12]=[C:13]([NH:19][CH2:20][CH2:21][C:22]3[CH:23]=[CH:24][C:25]([O:28][CH3:29])=[CH:26][CH:27]=3)[N:14]=[C:15]([O:17][CH3:18])[N:16]=2)=[CH:5][C:4]=1[CH2:3][NH:2][C:40](=[O:41])[CH2:39][O:38][CH3:37]. (5) Given the reactants C([O:3][C:4](=[O:30])[CH2:5][C:6]1[N:14]2[C:9]([CH:10]=[C:11]([C:15]#[N:16])[CH:12]=[CH:13]2)=[C:8]([S:17][C:18]2[CH:23]=[CH:22][C:21]([S:24]([CH3:27])(=[O:26])=[O:25])=[CH:20][C:19]=2[Cl:28])[C:7]=1[CH3:29])C.C(O)C.O.[OH-].[Li+], predict the reaction product. The product is: [Cl:28][C:19]1[CH:20]=[C:21]([S:24]([CH3:27])(=[O:26])=[O:25])[CH:22]=[CH:23][C:18]=1[S:17][C:8]1[C:7]([CH3:29])=[C:6]([CH2:5][C:4]([OH:30])=[O:3])[N:14]2[C:9]=1[CH:10]=[C:11]([C:15]#[N:16])[CH:12]=[CH:13]2. (6) Given the reactants [Br:1][C:2]1[C:10]2[C:9](Cl)=[N:8][CH:7]=[N:6][C:5]=2[S:4][C:3]=1[C:12]1[O:13][CH:14]=[CH:15][CH:16]=1.[OH:17][C@H:18]([CH2:24][C:25]1[CH:30]=[CH:29][CH:28]=[CH:27][C:26]=1[O:31][CH3:32])[C:19]([O:21][CH2:22][CH3:23])=[O:20].C([O-])([O-])=O.[Cs+].[Cs+].C(O)(C)(C)C, predict the reaction product. The product is: [Br:1][C:2]1[C:10]2[C:9]([O:17][C@H:18]([CH2:24][C:25]3[CH:30]=[CH:29][CH:28]=[CH:27][C:26]=3[O:31][CH3:32])[C:19]([O:21][CH2:22][CH3:23])=[O:20])=[N:8][CH:7]=[N:6][C:5]=2[S:4][C:3]=1[C:12]1[O:13][CH:14]=[CH:15][CH:16]=1. (7) Given the reactants [CH3:1][N:2]1[CH2:5][CH:4]([OH:6])[CH2:3]1.[Cl:7][C:8]1[CH:13]=[N:12][CH:11]=[C:10](Cl)[N:9]=1.[H-].[Na+], predict the reaction product. The product is: [Cl:7][C:8]1[CH:13]=[N:12][CH:11]=[C:10]([O:6][CH:4]2[CH2:5][N:2]([CH3:1])[CH2:3]2)[N:9]=1. (8) Given the reactants [F:1][CH:2]([F:40])[C:3]1[CH:8]=[CH:7][N:6]=[C:5]([NH:9][C:10]2[CH:11]=[C:12]([C:17]3[N:18]=[N:19][N:20]([CH2:22][CH:23]4[CH2:27][N:26](CC5C=CC(OC)=CC=5OC)[C:25](=[O:39])[CH2:24]4)[CH:21]=3)[CH:13]=[C:14]([CH3:16])[CH:15]=2)[N:4]=1, predict the reaction product. The product is: [F:40][CH:2]([F:1])[C:3]1[CH:8]=[CH:7][N:6]=[C:5]([NH:9][C:10]2[CH:11]=[C:12]([C:17]3[N:18]=[N:19][N:20]([CH2:22][CH:23]4[CH2:27][NH:26][C:25](=[O:39])[CH2:24]4)[CH:21]=3)[CH:13]=[C:14]([CH3:16])[CH:15]=2)[N:4]=1. (9) The product is: [Cl:38][C:19]1[CH:20]=[C:21]([NH:25][C:26]([C:28]2[C:36]3[C:31](=[CH:32][CH:33]=[CH:34][CH:35]=3)[N:30]([CH3:37])[CH:29]=2)=[O:27])[C:22]([Cl:24])=[CH:23][C:18]=1[CH2:17][C:16]([N:12]1[CH2:13][CH2:14][CH2:15][C@H:11]1[C:9]1[S:10][C:6]([CH2:5][CH2:4][C:3]([OH:40])=[O:2])=[CH:7][N:8]=1)=[O:39]. Given the reactants C[O:2][C:3](=[O:40])[CH2:4][CH2:5][C:6]1[S:10][C:9]([C@@H:11]2[CH2:15][CH2:14][CH2:13][N:12]2[C:16](=[O:39])[CH2:17][C:18]2[CH:23]=[C:22]([Cl:24])[C:21]([NH:25][C:26]([C:28]3[C:36]4[C:31](=[CH:32][CH:33]=[CH:34][CH:35]=4)[N:30]([CH3:37])[CH:29]=3)=[O:27])=[CH:20][C:19]=2[Cl:38])=[N:8][CH:7]=1.[OH-].[Na+].CO, predict the reaction product. (10) The product is: [CH3:1][CH2:2][NH:3][C:4]([C@H:6]1[N:10]([C:11]([C@@H:13]([NH:21][C:22]([C@@H:24]([NH:29][C:30]([C@H:32]([NH:37][C:38]([C@@H:40]([NH:49][C:50]([C@@H:52]([NH:55][C:56]([C@@H:58]([NH:69][C:70]([C@@H:72]([NH:79][C:80]([C@H:82]2[NH:87][C:85](=[O:86])[CH2:84][CH2:83]2)=[O:81])[CH2:73][C:74]2[N:78]=[CH:77][NH:76][CH:75]=2)=[O:71])[CH2:59][C:60]2[C:64]3[CH:65]=[CH:66][CH:67]=[CH:68][C:63]=3[NH:62][CH:61]=2)=[O:57])[CH2:53][OH:54])=[O:51])[CH2:41][C:42]2[CH:47]=[CH:46][C:45]([OH:48])=[CH:44][CH:43]=2)=[O:39])[CH2:33][CH:34]([CH3:36])[CH3:35])=[O:31])[CH2:25][CH:26]([CH3:28])[CH3:27])=[O:23])[CH2:14][CH2:15][CH2:16][NH:17][C:18]([NH2:20])=[NH:19])=[O:12])[CH2:9][CH2:8][CH2:7]1)=[O:5]. Given the reactants [CH3:1][CH2:2][NH:3][C:4]([C@H:6]1[N:10]([C:11]([C@@H:13]([NH:21][C:22]([C@@H:24]([NH:29][C:30]([C@H:32]([NH:37][C:38]([C@@H:40]([NH:49][C:50]([C@@H:52]([NH:55][C:56]([C@@H:58]([NH:69][C:70]([C@@H:72]([NH:79][C:80]([C@H:82]2[NH:87][C:85](=[O:86])[CH2:84][CH2:83]2)=[O:81])[CH2:73][C:74]2[N:78]=[CH:77][NH:76][CH:75]=2)=[O:71])[CH2:59][C:60]2[C:64]3[CH:65]=[CH:66][CH:67]=[CH:68][C:63]=3[NH:62][CH:61]=2)=[O:57])[CH2:53][OH:54])=[O:51])[CH2:41][C:42]2[CH:43]=[CH:44][C:45]([OH:48])=[CH:46][CH:47]=2)=[O:39])[CH2:33][CH:34]([CH3:36])[CH3:35])=[O:31])[CH2:25][CH:26]([CH3:28])[CH3:27])=[O:23])[CH2:14][CH2:15][CH2:16][NH:17][C:18]([NH2:20])=[NH:19])=[O:12])[CH2:9][CH2:8][CH2:7]1)=[O:5].CC(O)=O, predict the reaction product.